Dataset: Forward reaction prediction with 1.9M reactions from USPTO patents (1976-2016). Task: Predict the product of the given reaction. (1) The product is: [CH3:31][O:30][CH2:29][CH:4]([CH2:3][O:2][CH3:1])[O:5][C:6]1[CH:7]=[C:8]([O:18][C:19]2[CH:20]=[N:21][C:22]([S:25]([CH3:28])(=[O:27])=[O:26])=[CH:23][CH:24]=2)[CH:9]=[C:10]2[C:14]=1[NH:13][C:12]([C:15](=[S:41])[NH2:17])=[CH:11]2. Given the reactants [CH3:1][O:2][CH2:3][CH:4]([CH2:29][O:30][CH3:31])[O:5][C:6]1[CH:7]=[C:8]([O:18][C:19]2[CH:20]=[N:21][C:22]([S:25]([CH3:28])(=[O:27])=[O:26])=[CH:23][CH:24]=2)[CH:9]=[C:10]2[C:14]=1[NH:13][C:12]([C:15]([NH2:17])=O)=[CH:11]2.COC1C=CC(P2(SP(C3C=CC(OC)=CC=3)(=S)S2)=[S:41])=CC=1, predict the reaction product. (2) Given the reactants C[O:2][C:3]1[CH:12]=[C:11]2[C:6]([CH2:7][CH2:8][CH:9]([N:13]([CH2:28][CH2:29][CH3:30])[CH:14]3[CH2:19][CH2:18][N:17]([C:20]([N:22]4[CH2:27][CH2:26][O:25][CH2:24][CH2:23]4)=[O:21])[CH2:16][CH2:15]3)[CH2:10]2)=[CH:5][CH:4]=1.B(Cl)(Cl)Cl, predict the reaction product. The product is: [OH:2][C:3]1[CH:12]=[C:11]2[C:6]([CH2:7][CH2:8][CH:9]([N:13]([CH2:28][CH2:29][CH3:30])[CH:14]3[CH2:15][CH2:16][N:17]([C:20]([N:22]4[CH2:27][CH2:26][O:25][CH2:24][CH2:23]4)=[O:21])[CH2:18][CH2:19]3)[CH2:10]2)=[CH:5][CH:4]=1. (3) The product is: [Cl:3][C:4]1[CH:9]=[CH:8][CH:7]=[C:6]([Cl:10])[C:5]=1[C:11]1[C:15]([CH2:16][O:17][C:18]2[CH:19]=[C:20]3[C:24](=[CH:25][CH:26]=2)[N:23]([CH2:31][C:32]2[CH:41]=[CH:40][C:35]([C:36]([O:38][CH3:39])=[O:37])=[CH:34][CH:33]=2)[CH:22]=[CH:21]3)=[C:14]([CH:27]([CH3:29])[CH3:28])[O:13][N:12]=1. Given the reactants [H-].[Na+].[Cl:3][C:4]1[CH:9]=[CH:8][CH:7]=[C:6]([Cl:10])[C:5]=1[C:11]1[C:15]([CH2:16][O:17][C:18]2[CH:19]=[C:20]3[C:24](=[CH:25][CH:26]=2)[NH:23][CH:22]=[CH:21]3)=[C:14]([CH:27]([CH3:29])[CH3:28])[O:13][N:12]=1.Br[CH2:31][C:32]1[CH:41]=[CH:40][C:35]([C:36]([O:38][CH3:39])=[O:37])=[CH:34][CH:33]=1.C(OCC)(=O)C, predict the reaction product. (4) Given the reactants Cl[C:2]1[C:11]2[C:6](=[CH:7][C:8]([Cl:12])=[CH:9][CH:10]=2)[NH:5][C:4](=[O:13])[CH:3]=1.[C:14]([O:18][C:19]([N:21]1[CH2:26][CH2:25][NH:24][CH2:23][CH2:22]1)=[O:20])([CH3:17])([CH3:16])[CH3:15].N1CCNCC1, predict the reaction product. The product is: [C:14]([O:18][C:19]([N:21]1[CH2:26][CH2:25][N:24]([C:2]2[C:11]3[C:6](=[CH:7][C:8]([Cl:12])=[CH:9][CH:10]=3)[NH:5][C:4](=[O:13])[CH:3]=2)[CH2:23][CH2:22]1)=[O:20])([CH3:17])([CH3:15])[CH3:16]. (5) The product is: [CH3:1][N:2]1[C:6]([C@:7]23[O:14][C@H:8]2[CH2:9][CH2:10][CH2:11][CH2:12]3)=[CH:5][CH:4]=[N:3]1. Given the reactants [CH3:1][N:2]1[C:6]([C@@:7]2([OH:14])[CH2:12][CH2:11][CH2:10][CH2:9][C@@H:8]2O)=[CH:5][CH:4]=[N:3]1.C(OC)(OC)(OC)C.C1(C)C=CC(S(O)(=O)=O)=CC=1.[Br-].[Li+].C(Br)(=O)C.C(=O)([O-])[O-].[K+].[K+], predict the reaction product. (6) Given the reactants [N+:1]([C:4]1[CH:5]=[C:6]2[C:10](=[CH:11][CH:12]=1)[CH2:9][CH:8]([OH:13])[CH2:7]2)([O-])=O, predict the reaction product. The product is: [NH2:1][C:4]1[CH:5]=[C:6]2[C:10](=[CH:11][CH:12]=1)[CH2:9][CH:8]([OH:13])[CH2:7]2. (7) Given the reactants [C@H:1]12[CH2:8][CH2:7][CH2:6][C@H:5]1[CH2:4][NH:3][C@@H:2]2[CH2:9][NH:10][C:11]([C:13]1[N:20]2[C:16]([S:17][CH:18]=[CH:19]2)=[N:15][C:14]=1[CH3:21])=[O:12].[CH3:22][C:23]1[CH:24]=[C:25]([C:30]2[S:34][C:33]([CH3:35])=[N:32][C:31]=2[C:36](O)=[O:37])[CH:26]=[CH:27][C:28]=1[CH3:29], predict the reaction product. The product is: [CH3:22][C:23]1[CH:24]=[C:25]([C:30]2[S:34][C:33]([CH3:35])=[N:32][C:31]=2[C:36]([N:3]2[CH2:4][C@H:5]3[C@H:1]([CH2:8][CH2:7][CH2:6]3)[C@H:2]2[CH2:9][NH:10][C:11]([C:13]2[N:20]3[C:16]([S:17][CH:18]=[CH:19]3)=[N:15][C:14]=2[CH3:21])=[O:12])=[O:37])[CH:26]=[CH:27][C:28]=1[CH3:29]. (8) Given the reactants [Br:1]N1C(=O)CCC1=O.[Cl:9][C:10]1[CH:16]=[CH:15][CH:14]=[C:13]([C:17]([F:20])([F:19])[F:18])[C:11]=1[NH2:12], predict the reaction product. The product is: [Br:1][C:15]1[CH:14]=[C:13]([C:17]([F:19])([F:18])[F:20])[C:11]([NH2:12])=[C:10]([Cl:9])[CH:16]=1. (9) Given the reactants [CH3:1][C:2]([CH3:18])([O:4][C:5]([NH:7][C@@H:8]1[C:16]2[C:11](=[CH:12][CH:13]=[CH:14][CH:15]=2)[CH2:10][C@@H:9]1[OH:17])=[O:6])[CH3:3].[O:19]1[CH:24]=[CH:23][CH2:22][CH2:21][CH2:20]1, predict the reaction product. The product is: [CH3:3][C:2]([CH3:18])([O:4][C:5]([NH:7][C@@H:8]1[C:16]2[C:11](=[CH:12][CH:13]=[CH:14][CH:15]=2)[CH2:10][C@@H:9]1[O:17][CH:20]1[CH2:21][CH2:22][CH2:23][CH2:24][O:19]1)=[O:6])[CH3:1].